From a dataset of Catalyst prediction with 721,799 reactions and 888 catalyst types from USPTO. Predict which catalyst facilitates the given reaction. Reactant: [O:1]1[CH2:3][CH:2]1[CH2:4][O:5][C:6]1[CH:14]=[CH:13][C:9]([C:10]([NH2:12])=[O:11])=[CH:8][CH:7]=1.[NH2:15][CH:16]1[CH2:21][CH2:20][N:19]([C:22]([O:24][C:25]([CH3:28])([CH3:27])[CH3:26])=[O:23])[CH2:18][CH2:17]1. Product: [C:25]([O:24][C:22]([N:19]1[CH2:20][CH2:21][CH:16]([NH:15][CH2:3][CH:2]([OH:1])[CH2:4][O:5][C:6]2[CH:14]=[CH:13][C:9]([C:10](=[O:11])[NH2:12])=[CH:8][CH:7]=2)[CH2:17][CH2:18]1)=[O:23])([CH3:28])([CH3:26])[CH3:27]. The catalyst class is: 3.